Dataset: Forward reaction prediction with 1.9M reactions from USPTO patents (1976-2016). Task: Predict the product of the given reaction. (1) Given the reactants Cl[C:2]1[N:3]=[CH:4][C:5]2[N:6]([CH3:21])[C:7](=[O:20])[C:8]3([CH2:19][CH2:18]3)[CH2:9][N:10]([CH:13]3[CH2:17][CH2:16][CH2:15][CH2:14]3)[C:11]=2[N:12]=1.[NH2:22][C:23]1[C:39]([O:40][CH3:41])=[CH:38][C:26]([C:27]([NH:29][CH:30]2[CH2:35][CH2:34][N:33]([CH2:36][CH3:37])[CH2:32][CH2:31]2)=[O:28])=[C:25]([F:42])[CH:24]=1.O.C1(C)C=CC(S(O)(=O)=O)=CC=1, predict the reaction product. The product is: [CH:13]1([N:10]2[CH2:9][C:8]3([CH2:19][CH2:18]3)[C:7](=[O:20])[N:6]([CH3:21])[C:5]3[CH:4]=[N:3][C:2]([NH:22][C:23]4[C:39]([O:40][CH3:41])=[CH:38][C:26]([C:27]([NH:29][CH:30]5[CH2:35][CH2:34][N:33]([CH2:36][CH3:37])[CH2:32][CH2:31]5)=[O:28])=[C:25]([F:42])[CH:24]=4)=[N:12][C:11]2=3)[CH2:17][CH2:16][CH2:15][CH2:14]1. (2) Given the reactants C([O:5][N:6]=[C:7]1[C:16]2[C:11](=[CH:12][CH:13]=[C:14]([O:17][CH2:18][CH2:19][Cl:20])[CH:15]=2)[O:10][C:9]([C:21]2[N:26]=[CH:25][N:24]3[CH:27]=[CH:28][CH:29]=[C:23]3[CH:22]=2)=[CH:8]1)(C)(C)C.[CH3:30][N:31]1[CH2:36][CH2:35][NH:34][CH2:33][CH2:32]1, predict the reaction product. The product is: [ClH:20].[ClH:20].[CH3:30][N:31]1[CH2:36][CH2:35][N:34]([CH2:19][CH2:18][O:17][C:14]2[CH:15]=[C:16]3[C:11](=[CH:12][CH:13]=2)[O:10][C:9]([C:21]2[N:26]=[CH:25][N:24]4[CH:27]=[CH:28][CH:29]=[C:23]4[CH:22]=2)=[CH:8][C:7]3=[N:6][OH:5])[CH2:33][CH2:32]1. (3) Given the reactants [CH3:1][O:2][C:3]1[CH:33]=[C:32]([O:34][CH3:35])[CH:31]=[CH:30][C:4]=1[CH2:5][N:6]1[C:11](=[O:12])[C:10]([C:13]([O:15]C)=[O:14])=[CH:9][C:8]2[CH2:17][CH2:18][CH2:19][CH2:20][C:21]3[CH:26]=[C:25]([N:27]([CH3:29])[CH3:28])[CH:24]=[CH:23][C:22]=3[C:7]1=2.[Li+].[OH-].Cl, predict the reaction product. The product is: [CH3:1][O:2][C:3]1[CH:33]=[C:32]([O:34][CH3:35])[CH:31]=[CH:30][C:4]=1[CH2:5][N:6]1[C:11](=[O:12])[C:10]([C:13]([OH:15])=[O:14])=[CH:9][C:8]2[CH2:17][CH2:18][CH2:19][CH2:20][C:21]3[CH:26]=[C:25]([N:27]([CH3:29])[CH3:28])[CH:24]=[CH:23][C:22]=3[C:7]1=2. (4) Given the reactants [CH2:1]([S:4][C@:5]1([C:28]2[CH:33]=[CH:32][C:31]([C:34]3[CH:39]=[CH:38][CH:37]=[CH:36][CH:35]=3)=[CH:30][CH:29]=2)[CH2:9][N:8]([C:10](=[O:24])[C@@H:11]([NH:16][C:17]([O:19][C:20]([CH3:23])([CH3:22])[CH3:21])=[O:18])[C:12]([CH3:15])([CH3:14])[CH3:13])[C@H:7]([C:25]([OH:27])=O)[CH2:6]1)[CH:2]=[CH2:3].[NH2:40][C@:41]1([C:47]([NH:49][S:50]([C:53]2([CH2:56][CH2:57][CH2:58][CH2:59][CH2:60][CH:61]=[CH2:62])[CH2:55][CH2:54]2)(=[O:52])=[O:51])=[O:48])[CH2:43][C@H:42]1[CH:44]([F:46])[F:45].CN(C(ON1N=NC2C=CC=NC1=2)=[N+](C)C)C.F[P-](F)(F)(F)(F)F.C(N(CC)C(C)C)(C)C, predict the reaction product. The product is: [CH2:1]([S:4][C@:5]1([C:28]2[CH:29]=[CH:30][C:31]([C:34]3[CH:39]=[CH:38][CH:37]=[CH:36][CH:35]=3)=[CH:32][CH:33]=2)[CH2:9][N:8]([C:10](=[O:24])[C@@H:11]([NH:16][C:17](=[O:18])[O:19][C:20]([CH3:22])([CH3:21])[CH3:23])[C:12]([CH3:15])([CH3:14])[CH3:13])[C@H:7]([C:25](=[O:27])[NH:40][C@:41]2([C:47](=[O:48])[NH:49][S:50]([C:53]3([CH2:56][CH2:57][CH2:58][CH2:59][CH2:60][CH:61]=[CH2:62])[CH2:54][CH2:55]3)(=[O:52])=[O:51])[CH2:43][C@H:42]2[CH:44]([F:46])[F:45])[CH2:6]1)[CH:2]=[CH2:3]. (5) Given the reactants [OH:1][C:2]1[CH:7]=[CH:6][CH:5]=[C:4]([OH:8])[C:3]=1[CH2:9][CH2:10][C:11]([O:13][CH3:14])=[O:12].[Cl:15]N1C(=O)CCC1=O, predict the reaction product. The product is: [Cl:15][C:5]1[C:4]([OH:8])=[C:3]([CH2:9][CH2:10][C:11]([O:13][CH3:14])=[O:12])[C:2]([OH:1])=[CH:7][CH:6]=1.